This data is from Full USPTO retrosynthesis dataset with 1.9M reactions from patents (1976-2016). The task is: Predict the reactants needed to synthesize the given product. The reactants are: [CH2:1](/[C:3](=[CH:7]\[CH:8]([OH:10])[CH3:9])/[C:4]([NH2:6])=[O:5])[CH3:2].N1C=CC=CC=1.C1COCC1.[Cl:22][CH2:23][C:24](Cl)=[O:25]. Given the product [CH2:1](/[C:3](=[CH:7]\[CH:8]([O:10][C:24](=[O:25])[CH2:23][Cl:22])[CH3:9])/[C:4]([NH2:6])=[O:5])[CH3:2], predict the reactants needed to synthesize it.